Dataset: Acute oral toxicity (LD50) regression data from Zhu et al.. Task: Regression/Classification. Given a drug SMILES string, predict its toxicity properties. Task type varies by dataset: regression for continuous values (e.g., LD50, hERG inhibition percentage) or binary classification for toxic/non-toxic outcomes (e.g., AMES mutagenicity, cardiotoxicity, hepatotoxicity). Dataset: ld50_zhu. (1) The molecule is CCc1cccc(C)c1N(C(=O)CCl)C(C)COC. The rat oral LD50 is 2.05, given as -log10 of the dose in mol/kg body weight (higher means more acutely toxic). (2) The compound is CCOP(=S)(OC)SCN1C(=O)c2ccccc2C1=O. The rat oral LD50 is 3.82, given as -log10 of the dose in mol/kg body weight (higher means more acutely toxic). (3) The molecule is CSc1ccc2c(c1)N(CCCN(C)C)c1ccccc1S2. The rat oral LD50 is 2.36, given as -log10 of the dose in mol/kg body weight (higher means more acutely toxic). (4) The compound is ClC(Cl)(Cl)C(Cl)(Cl)Cl. The rat oral LD50 is 1.73, given as -log10 of the dose in mol/kg body weight (higher means more acutely toxic). (5) The molecule is O=C1OC(=O)c2ccc3c4c(ccc1c24)C(=O)OC3=O. The rat oral LD50 is 1.56, given as -log10 of the dose in mol/kg body weight (higher means more acutely toxic). (6) The molecule is CCSC(=O)N(CC(C)C)CC(C)C. The rat oral LD50 is 1.74, given as -log10 of the dose in mol/kg body weight (higher means more acutely toxic). (7) The molecule is C1OC1CSCC1CO1. The rat oral LD50 is 3.66, given as -log10 of the dose in mol/kg body weight (higher means more acutely toxic). (8) The compound is CCOC(C1=NCCCN1)c1ccc(Cl)c(Cl)c1. The rat oral LD50 is 2.89, given as -log10 of the dose in mol/kg body weight (higher means more acutely toxic). (9) The rat oral LD50 is 3.02, given as -log10 of the dose in mol/kg body weight (higher means more acutely toxic). The compound is CCCSP(=O)(OCC)Oc1ccc(Br)cc1Cl. (10) The compound is O=S(=O)(O)c1ccc2cc(Nc3cccc4c(O)c(S(=O)(=O)O)ccc34)ccc2c1O. The rat oral LD50 is 1.62, given as -log10 of the dose in mol/kg body weight (higher means more acutely toxic).